Dataset: Full USPTO retrosynthesis dataset with 1.9M reactions from patents (1976-2016). Task: Predict the reactants needed to synthesize the given product. (1) Given the product [C:19]([C:21]1[CH:22]=[C:23]([NH:24][C:2]2[C:3]3[C:10]4[CH2:11][N:12]([C:14]([O:16][CH2:17][CH3:18])=[O:15])[CH2:13][C:9]=4[S:8][C:4]=3[N:5]=[CH:6][N:7]=2)[CH:25]=[CH:26][CH:27]=1)#[CH:20], predict the reactants needed to synthesize it. The reactants are: Cl[C:2]1[C:3]2[C:10]3[CH2:11][N:12]([C:14]([O:16][CH2:17][CH3:18])=[O:15])[CH2:13][C:9]=3[S:8][C:4]=2[N:5]=[CH:6][N:7]=1.[C:19]([C:21]1[CH:22]=[C:23]([CH:25]=[CH:26][CH:27]=1)[NH2:24])#[CH:20]. (2) Given the product [ClH:19].[CH3:18][S:15]([N:11]1[CH2:12][CH2:13][CH2:14][NH:8][CH2:9][CH2:10]1)(=[O:16])=[O:17], predict the reactants needed to synthesize it. The reactants are: C(OC([N:8]1[CH2:14][CH2:13][CH2:12][N:11]([S:15]([CH3:18])(=[O:17])=[O:16])[CH2:10][CH2:9]1)=O)(C)(C)C.[ClH:19]. (3) Given the product [C:1]([O:4][C:7](=[O:8])[CH3:6])(=[O:3])[CH3:2].[C:1]([O-:4])(=[O:3])[CH3:2], predict the reactants needed to synthesize it. The reactants are: [C:1]([OH:4])(=[O:3])[CH3:2].C1C[O:8][CH2:7][CH2:6]1. (4) Given the product [C:39]([OH:46])(=[O:45])/[CH:40]=[CH:41]/[C:42]([OH:44])=[O:43].[CH3:3][NH:4][CH2:27][C:15]1[CH:14]=[C:13]([C:8]2[CH:9]=[CH:10][CH:11]=[CH:12][C:7]=2[CH3:6])[N:17]([S:18]([C:21]2[CH:22]=[N:23][CH:24]=[CH:25][CH:26]=2)(=[O:20])=[O:19])[CH:16]=1, predict the reactants needed to synthesize it. The reactants are: CO.[CH3:3][NH2:4].Cl.[CH3:6][C:7]1[CH:12]=[CH:11][CH:10]=[CH:9][C:8]=1[C:13]1[N:17]([S:18]([C:21]2[CH:22]=[N:23][CH:24]=[CH:25][CH:26]=2)(=[O:20])=[O:19])[CH:16]=[C:15]([CH:27]=O)[CH:14]=1.C([O-])([O-])=O.[Na+].[Na+].[BH4-].[Na+].Cl.N.[C:39]([OH:46])(=[O:45])/[CH:40]=[CH:41]/[C:42]([OH:44])=[O:43].